From a dataset of Full USPTO retrosynthesis dataset with 1.9M reactions from patents (1976-2016). Predict the reactants needed to synthesize the given product. (1) Given the product [CH2:1]([C:4]1[CH:5]=[CH:6][C:7]([CH:10]2[CH2:15][CH2:11][NH:12][CH2:13]2)=[CH:8][CH:9]=1)[CH2:2][CH3:3], predict the reactants needed to synthesize it. The reactants are: [CH2:1]([C:4]1[CH:9]=[CH:8][C:7]([CH:10]2[CH2:13][NH:12][CH2:11]2)=[CH:6][CH:5]=1)[CH2:2][CH3:3].O=[C:15]1CCN(C(OC(C)(C)C)=O)C1.C(C1C=CC(B(O)O)=CC=1)CC. (2) Given the product [N:13]1[CH:18]=[CH:17][C:16]([NH:19][C:6]([C:2]2[O:1][CH:5]=[CH:4][CH:3]=2)=[O:8])=[CH:15][N:14]=1, predict the reactants needed to synthesize it. The reactants are: [O:1]1[CH:5]=[CH:4][CH:3]=[C:2]1[C:6]([OH:8])=O.S(Cl)(Cl)=O.[N:13]1[CH:18]=[CH:17][C:16]([NH2:19])=[CH:15][N:14]=1.C(N(CC)CC)C.